Dataset: Forward reaction prediction with 1.9M reactions from USPTO patents (1976-2016). Task: Predict the product of the given reaction. (1) Given the reactants [CH3:1][S:2][CH2:3][CH2:4][CH2:5][NH:6][C:7]([C:9]1[S:31][C:12]2[N:13]=[CH:14][N:15]=[C:16]([NH:17][C:18]3[C:19]([O:24][CH:25]4[CH2:30][CH2:29][O:28][CH2:27][CH2:26]4)=[N:20][CH:21]=[CH:22][CH:23]=3)[C:11]=2[C:10]=1[CH3:32])=[O:8].ClC1C=CC=C(C(OO)=[O:41])C=1, predict the reaction product. The product is: [CH3:1][S:2]([CH2:3][CH2:4][CH2:5][NH:6][C:7]([C:9]1[S:31][C:12]2[N:13]=[CH:14][N:15]=[C:16]([NH:17][C:18]3[C:19]([O:24][CH:25]4[CH2:26][CH2:27][O:28][CH2:29][CH2:30]4)=[N:20][CH:21]=[CH:22][CH:23]=3)[C:11]=2[C:10]=1[CH3:32])=[O:8])=[O:41]. (2) Given the reactants [C:1]1([CH2:7][C:8]([N:10]2[CH2:18][C:17]3[C:12](=[CH:13][CH:14]=[C:15]([NH2:19])[CH:16]=3)[CH2:11]2)=[O:9])[CH:6]=[CH:5][CH:4]=[CH:3][CH:2]=1.[Cl:20][C:21]1[N:29]=[C:28]([CH3:30])[CH:27]=[CH:26][C:22]=1[C:23](O)=[O:24].F[P-](F)(F)(F)(F)F.N1(O[P+](N2CCCC2)(N2CCCC2)N2CCCC2)C2C=CC=CC=2N=N1.C(N(C(C)C)CC)(C)C.Cl, predict the reaction product. The product is: [Cl:20][C:21]1[N:29]=[C:28]([CH3:30])[CH:27]=[CH:26][C:22]=1[C:23]([NH:19][C:15]1[CH:16]=[C:17]2[C:12](=[CH:13][CH:14]=1)[CH2:11][N:10]([C:8](=[O:9])[CH2:7][C:1]1[CH:2]=[CH:3][CH:4]=[CH:5][CH:6]=1)[CH2:18]2)=[O:24]. (3) Given the reactants Br[C:2]1[S:6][C:5]([C:7](=[O:9])[CH3:8])=[CH:4][CH:3]=1.[OH:10][C:11]1[CH:16]=[CH:15][C:14](B(O)O)=[CH:13][CH:12]=1.C(=O)([O-])[O-].[Na+].[Na+], predict the reaction product. The product is: [OH:10][C:11]1[CH:16]=[CH:15][C:14]([C:2]2[S:6][C:5]([C:7](=[O:9])[CH3:8])=[CH:4][CH:3]=2)=[CH:13][CH:12]=1. (4) Given the reactants Br[C:2]1[C:7]([N+:8]([O-:10])=[O:9])=[CH:6][C:5]([Br:11])=[CH:4][N:3]=1.[CH3:12][O:13][C:14]([C:16]1[CH:21]=[CH:20][CH:19]=[CH:18][C:17]=1B(O)O)=[O:15].P([O-])([O-])([O-])=O.[K+].[K+].[K+], predict the reaction product. The product is: [Br:11][C:5]1[CH:6]=[C:7]([N+:8]([O-:10])=[O:9])[C:2]([C:17]2[CH:18]=[CH:19][CH:20]=[CH:21][C:16]=2[C:14]([O:13][CH3:12])=[O:15])=[N:3][CH:4]=1. (5) Given the reactants [CH3:1][O:2][CH2:3][CH:4]([CH3:35])[O:5][C:6]1[CH:7]=[C:8]([O:24][C:25]2[CH:30]=[CH:29][C:28]([S:31]([CH3:34])(=[O:33])=[O:32])=[CH:27][CH:26]=2)[CH:9]=[C:10]2[C:14]=1[NH:13][C:12]([C:15]1[S:16][CH:17]([CH2:20][C:21](O)=[O:22])[CH2:18][N:19]=1)=[CH:11]2.Cl.C([N:39]=C=NCCCN(C)C)C.[NH4+].ON1C2C=CC=CC=2N=N1, predict the reaction product. The product is: [CH3:1][O:2][CH2:3][CH:4]([CH3:35])[O:5][C:6]1[CH:7]=[C:8]([O:24][C:25]2[CH:30]=[CH:29][C:28]([S:31]([CH3:34])(=[O:32])=[O:33])=[CH:27][CH:26]=2)[CH:9]=[C:10]2[C:14]=1[NH:13][C:12]([C:15]1[S:16][CH:17]([CH2:20][C:21]([NH2:39])=[O:22])[CH2:18][N:19]=1)=[CH:11]2.